From a dataset of Peptide-MHC class II binding affinity with 134,281 pairs from IEDB. Regression. Given a peptide amino acid sequence and an MHC pseudo amino acid sequence, predict their binding affinity value. This is MHC class II binding data. The peptide sequence is SVKRSNGSAEVHRGA. The MHC is HLA-DQA10501-DQB10201 with pseudo-sequence HLA-DQA10501-DQB10201. The binding affinity (normalized) is 0.